This data is from Catalyst prediction with 721,799 reactions and 888 catalyst types from USPTO. The task is: Predict which catalyst facilitates the given reaction. (1) Reactant: [S:1]1[CH:5]=[CH:4][CH:3]=[C:2]1[CH:6]=[CH:7][C:8]([O-:10])=[O:9].C1(C)C(S([CH2:20][N+:21]#[C-:22])(=O)=O)=CC=CC=1.[H-].[Na+].[CH2:26](OCC)[CH3:27]. Product: [CH2:26]([O:9][C:8]([C:7]1[C:6]([C:2]2[S:1][CH:5]=[CH:4][CH:3]=2)=[CH:22][NH:21][CH:20]=1)=[O:10])[CH3:27]. The catalyst class is: 16. (2) Reactant: [NH2:1][C:2]1[N:10]=[CH:9][CH:8]=[CH:7][C:3]=1[C:4]([OH:6])=O.ON1C2C=CC=CC=2N=N1.CCN=C=NCCCN(C)C.[Cl:32][C:33]1[CH:47]=[C:46]([CH3:48])[C:45]([CH3:49])=[CH:44][C:34]=1[O:35][C:36]1[CH:43]=[CH:42][C:39]([CH2:40][NH2:41])=[CH:38][CH:37]=1.C(=O)(O)[O-].[Na+]. Product: [Cl:32][C:33]1[CH:47]=[C:46]([CH3:48])[C:45]([CH3:49])=[CH:44][C:34]=1[O:35][C:36]1[CH:43]=[CH:42][C:39]([CH2:40][NH:41][C:4](=[O:6])[C:3]2[CH:7]=[CH:8][CH:9]=[N:10][C:2]=2[NH2:1])=[CH:38][CH:37]=1. The catalyst class is: 3. (3) Reactant: [CH3:1][O:2][C:3](=[O:14])[C:4]1[CH:9]=[CH:8][C:7]([NH2:10])=[C:6]([C:11](=[O:13])[CH3:12])[CH:5]=1.S(=O)(=O)(O)O.[N:20]([O-])=O.[Na+]. Product: [CH3:1][O:2][C:3]([C:4]1[CH:5]=[C:6]2[C:7](=[CH:8][CH:9]=1)[NH:10][N:20]=[CH:12][C:11]2=[O:13])=[O:14]. The catalyst class is: 15. (4) Reactant: [C:1]1(B(O)O)[C:14]2[C:15]3=[C:16]4[C:11](=[CH:12][CH:13]=2)[CH:10]=[CH:9][CH:8]=[C:7]4[CH:6]=[CH:5][C:4]3=[CH:3][CH:2]=1.[Br:20][C:21]1[CH:22]=[C:23](I)[CH:24]=[CH:25][CH:26]=1.C(=O)([O-])[O-].[Na+].[Na+]. Product: [C:1]1([C:25]2[CH:26]=[C:21]([Br:20])[CH:22]=[CH:23][CH:24]=2)[C:14]2[C:15]3=[C:16]4[C:11](=[CH:12][CH:13]=2)[CH:10]=[CH:9][CH:8]=[C:7]4[CH:6]=[CH:5][C:4]3=[CH:3][CH:2]=1. The catalyst class is: 206.